From a dataset of Catalyst prediction with 721,799 reactions and 888 catalyst types from USPTO. Predict which catalyst facilitates the given reaction. (1) Reactant: [NH2:1][CH2:2][C@@H:3]([C:5]1[CH:6]=[CH:7][C:8]([OH:16])=[C:9](CS(N)(=O)=O)[CH:10]=1)[OH:4].C(N(C(C)C)CC)(C)C.Br[CH2:27][CH2:28][CH2:29][CH2:30][CH2:31][CH2:32][O:33][CH2:34][CH2:35][CH2:36][CH2:37][C:38]1[CH:39]=[C:40]([S:44]([NH2:47])(=[O:46])=[O:45])[CH:41]=[CH:42][CH:43]=1. Product: [CH:8]([OH:16])=[O:33].[OH:4][C@H:3]([C:5]1[CH:6]=[CH:7][C:8]([OH:16])=[C:9]([NH:47][S:44]([CH3:40])(=[O:46])=[O:45])[CH:10]=1)[CH2:2][NH:1][CH2:27][CH2:28][CH2:29][CH2:30][CH2:31][CH2:32][O:33][CH2:34][CH2:35][CH2:36][CH2:37][C:38]1[CH:39]=[C:40]([S:44]([NH2:47])(=[O:46])=[O:45])[CH:41]=[CH:42][CH:43]=1. The catalyst class is: 9. (2) Reactant: [Li+].[OH-].[CH3:3][CH:4]([CH3:23])[CH2:5][C:6]([NH:8][C:9]1[C:17]2[C:12](=[N:13][CH:14]=[CH:15][CH:16]=2)[S:11][C:10]=1[C:18]([O:20]CC)=[O:19])=[O:7]. Product: [CH3:3][CH:4]([CH3:23])[CH2:5][C:6]([NH:8][C:9]1[C:17]2[C:12](=[N:13][CH:14]=[CH:15][CH:16]=2)[S:11][C:10]=1[C:18]([OH:20])=[O:19])=[O:7]. The catalyst class is: 1. (3) Reactant: [C:1]([NH:8][C@H:9]([C:16]([O:18][CH3:19])=[O:17])[CH2:10][CH2:11][C:12]([O:14][CH3:15])=[O:13])([O:3][C:4]([CH3:7])([CH3:6])[CH3:5])=[O:2].C[Si]([N-][Si](C)(C)C)(C)C.[Li+].[CH2:30](Br)[CH:31]=[CH2:32]. Product: [CH2:32]([C@H:11]([C:12]([O:14][CH3:15])=[O:13])[CH2:10][C@@H:9]([C:16]([O:18][CH3:19])=[O:17])[NH:8][C:1]([O:3][C:4]([CH3:7])([CH3:6])[CH3:5])=[O:2])[CH:31]=[CH2:30]. The catalyst class is: 7. (4) Reactant: [O:1]=[C:2]1[C:6]2([CH2:11][CH2:10][N:9]([C:12]([O:14][C:15]([CH3:18])([CH3:17])[CH3:16])=[O:13])[CH2:8][CH2:7]2)[N:5]([C:19]2[CH:24]=[CH:23][CH:22]=[CH:21][CH:20]=2)[CH2:4][NH:3]1.C(=O)([O-])[O-].[K+].[K+].Br[CH2:32][CH2:33][CH2:34][CH2:35][CH2:36][C:37]([O:39][CH2:40][C:41]1[CH:46]=[CH:45][CH:44]=[CH:43][CH:42]=1)=[O:38]. Product: [CH2:40]([O:39][C:37](=[O:38])[CH2:36][CH2:35][CH2:34][CH2:33][CH2:32][N:3]1[C:2](=[O:1])[C:6]2([CH2:7][CH2:8][N:9]([C:12]([O:14][C:15]([CH3:18])([CH3:17])[CH3:16])=[O:13])[CH2:10][CH2:11]2)[N:5]([C:19]2[CH:20]=[CH:21][CH:22]=[CH:23][CH:24]=2)[CH2:4]1)[C:41]1[CH:46]=[CH:45][CH:44]=[CH:43][CH:42]=1. The catalyst class is: 42. (5) Reactant: [CH3:1][C:2]1([CH3:25])[O:7][C:6]2[CH:8]=[CH:9][C:10]([C:12](=[O:24])[CH2:13][NH:14][C@@H:15]([C:18]3[CH:23]=[CH:22][CH:21]=[CH:20][CH:19]=3)[CH2:16][OH:17])=[CH:11][C:5]=2[CH2:4][O:3]1.[BH4-].[Na+]. Product: [CH3:1][C:2]1([CH3:25])[O:7][C:6]2[CH:8]=[CH:9][C:10]([C@@H:12]([OH:24])[CH2:13][NH:14][C@@H:15]([C:18]3[CH:19]=[CH:20][CH:21]=[CH:22][CH:23]=3)[CH2:16][OH:17])=[CH:11][C:5]=2[CH2:4][O:3]1. The catalyst class is: 449. (6) Reactant: [CH2:1]1[C:4]2([CH2:9][CH2:8][C:7](=O)[CH2:6][CH2:5]2)[CH2:3][O:2]1.[CH2:11]([NH2:18])[C:12]1[CH:17]=[CH:16][CH:15]=[CH:14][CH:13]=1.C(O[BH-](OC(=O)C)OC(=O)C)(=O)C.[Na+].C(=O)([O-])O.[Na+]. Product: [CH2:11]([NH:18][CH:7]1[CH2:8][CH2:9][C:4]2([CH2:3][O:2][CH2:1]2)[CH2:5][CH2:6]1)[C:12]1[CH:17]=[CH:16][CH:15]=[CH:14][CH:13]=1. The catalyst class is: 68. (7) Reactant: [CH:1]([N:4]1[C:12]2[C:7](=[CH:8][CH:9]=[CH:10][CH:11]=2)[C:6]([C:13]([OH:15])=O)=[N:5]1)([CH3:3])[CH3:2].[NH2:16][C@@H:17]1[CH2:21][N:20]([C:22]([O:24][C:25]([CH3:28])([CH3:27])[CH3:26])=[O:23])[C@H:19]([C:29]([O:31][CH3:32])=[O:30])[CH2:18]1.C(P(=O)(OCC)OCC)#N.C(N(CC)C(C)C)(C)C. Product: [CH:1]([N:4]1[C:12]2[C:7](=[CH:8][CH:9]=[CH:10][CH:11]=2)[C:6]([C:13]([NH:16][C@@H:17]2[CH2:21][N:20]([C:22]([O:24][C:25]([CH3:26])([CH3:27])[CH3:28])=[O:23])[C@H:19]([C:29]([O:31][CH3:32])=[O:30])[CH2:18]2)=[O:15])=[N:5]1)([CH3:2])[CH3:3]. The catalyst class is: 9. (8) Reactant: [CH:1]1([CH2:5][NH:6][C@H:7]2[CH2:11][CH2:10][N:9]([C:12]([O:14][C:15]([CH3:18])([CH3:17])[CH3:16])=[O:13])[CH2:8]2)[CH2:4][CH2:3][CH2:2]1.[CH3:19][S:20][C:21]1[CH:29]=[CH:28][CH:27]=[CH:26][C:22]=1[C:23](Cl)=[O:24].C(N(CC)CC)C. Product: [CH:1]1([CH2:5][N:6]([C:23](=[O:24])[C:22]2[CH:26]=[CH:27][CH:28]=[CH:29][C:21]=2[S:20][CH3:19])[C@H:7]2[CH2:11][CH2:10][N:9]([C:12]([O:14][C:15]([CH3:18])([CH3:17])[CH3:16])=[O:13])[CH2:8]2)[CH2:2][CH2:3][CH2:4]1. The catalyst class is: 11. (9) Reactant: C(Cl)(=O)C(Cl)=O.[CH2:7]([O:9][C:10]([C:12]1[NH:13][C:14]([CH3:27])=[C:15]([C:18]2[CH:23]=[CH:22][CH:21]=[C:20]([C:24]([OH:26])=O)[CH:19]=2)[C:16]=1[CH3:17])=[O:11])[CH3:8].[Br:28][C:29]1[CH:34]=[CH:33][C:32]([NH2:35])=[C:31]([F:36])[CH:30]=1.C(=O)(O)[O-].[Na+]. Product: [CH2:7]([O:9][C:10]([C:12]1[NH:13][C:14]([CH3:27])=[C:15]([C:18]2[CH:23]=[CH:22][CH:21]=[C:20]([C:24](=[O:26])[NH:35][C:32]3[CH:33]=[CH:34][C:29]([Br:28])=[CH:30][C:31]=3[F:36])[CH:19]=2)[C:16]=1[CH3:17])=[O:11])[CH3:8]. The catalyst class is: 124. (10) Reactant: [C:1]([O:5][C:6]([NH:8][C:9]1[C:18]2[C:13](=[CH:14][CH:15]=[CH:16][CH:17]=2)[C:12]([O:19][C:20]2[CH:25]=[CH:24][N:23]=[C:22]([NH:26][C:27]3[CH:28]=[C:29]([CH:33]=[C:34]([O:36][CH3:37])[CH:35]=3)[C:30](O)=[O:31])[CH:21]=2)=[CH:11][CH:10]=1)=[O:7])([CH3:4])([CH3:3])[CH3:2].[O:38]1[CH2:43][CH2:42][N:41]([CH2:44][CH2:45][CH2:46][NH2:47])[CH2:40][CH2:39]1.CCN(C(C)C)C(C)C.CN(C(ON1N=NC2C=CC=NC1=2)=[N+](C)C)C.F[P-](F)(F)(F)(F)F. Product: [C:1]([O:5][C:6](=[O:7])[NH:8][C:9]1[C:18]2[C:13](=[CH:14][CH:15]=[CH:16][CH:17]=2)[C:12]([O:19][C:20]2[CH:25]=[CH:24][N:23]=[C:22]([NH:26][C:27]3[CH:28]=[C:29]([C:30](=[O:31])[NH:47][CH2:46][CH2:45][CH2:44][N:41]4[CH2:42][CH2:43][O:38][CH2:39][CH2:40]4)[CH:33]=[C:34]([O:36][CH3:37])[CH:35]=3)[CH:21]=2)=[CH:11][CH:10]=1)([CH3:2])([CH3:3])[CH3:4]. The catalyst class is: 3.